This data is from Full USPTO retrosynthesis dataset with 1.9M reactions from patents (1976-2016). The task is: Predict the reactants needed to synthesize the given product. Given the product [Cl:15][C:16]1[CH:21]=[C:20]([CH2:22][N:45]2[C:46](=[O:53])[C:47]3[C:52](=[CH:51][CH:50]=[CH:49][CH:48]=3)[C:44]2=[O:54])[C:19]([Cl:24])=[CH:18][N:17]=1, predict the reactants needed to synthesize it. The reactants are: CC(OC(/N=N/C(OC(C)C)=O)=O)C.[Cl:15][C:16]1[CH:21]=[C:20]([CH2:22]O)[C:19]([Cl:24])=[CH:18][N:17]=1.C1C=CC(P(C2C=CC=CC=2)C2C=CC=CC=2)=CC=1.[C:44]1(=[O:54])[C:52]2[C:47](=[CH:48][CH:49]=[CH:50][CH:51]=2)[C:46](=[O:53])[NH:45]1.